From a dataset of Full USPTO retrosynthesis dataset with 1.9M reactions from patents (1976-2016). Predict the reactants needed to synthesize the given product. (1) Given the product [CH2:27]([O:26][C:19]1[CH:18]=[C:17]([CH2:16][CH:3]([NH:2][CH:29]=[O:30])[CH2:4][N:5]2[C:6](=[O:15])[C:7]3[C:12](=[CH:11][CH:10]=[CH:9][CH:8]=3)[C:13]2=[O:14])[CH:22]=[CH:21][C:20]=1[O:23][CH2:24][CH3:25])[CH3:28], predict the reactants needed to synthesize it. The reactants are: Cl.[NH2:2][CH:3]([CH2:16][C:17]1[CH:22]=[CH:21][C:20]([O:23][CH2:24][CH3:25])=[C:19]([O:26][CH2:27][CH3:28])[CH:18]=1)[CH2:4][N:5]1[C:13](=[O:14])[C:12]2[C:7](=[CH:8][CH:9]=[CH:10][CH:11]=2)[C:6]1=[O:15].[CH:29](OCC)=[O:30].C(N(CC)CC)C.C(O)=O. (2) Given the product [N:6]1[CH:7]=[CH:8][C:3]([C:1]2[N:2]=[C:12]([OH:13])[C:14]3[C:15]4[CH2:23][CH2:22][CH2:21][CH2:20][C:16]=4[S:17][C:18]=3[N:19]=2)=[CH:4][CH:5]=1, predict the reactants needed to synthesize it. The reactants are: [C:1]([C:3]1[CH:8]=[CH:7][N:6]=[CH:5][CH:4]=1)#[N:2].C(O[C:12]([C:14]1[C:15]2[CH2:23][CH2:22][CH2:21][CH2:20][C:16]=2[S:17][C:18]=1[NH2:19])=[O:13])C.C1(C)C=CC=CC=1. (3) Given the product [NH2:75][C:72]1[CH:73]=[CH:74][C:50]2[N:49]=[C:48]([CH:47]([F:46])[F:78])[N:52]([C:53]3[N:58]=[C:57]([N:59]4[CH2:64][CH2:63][O:62][CH2:61][CH2:60]4)[CH:56]=[C:55]([N:65]4[CH2:70][CH2:69][O:68][CH2:67][CH2:66]4)[N:54]=3)[C:51]=2[CH:71]=1, predict the reactants needed to synthesize it. The reactants are: FC(F)C1NC2C=CC=CC=2N=1.FC(F)C1N(C2N=C(N3CCOCC3)C=C(N3CCOCC3)N=2)C2C=CC([N+]([O-])=O)=CC=2N=1.[F:46][CH:47]([F:78])[C:48]1[N:52]([C:53]2[N:58]=[C:57]([N:59]3[CH2:64][CH2:63][O:62][CH2:61][CH2:60]3)[CH:56]=[C:55]([N:65]3[CH2:70][CH2:69][O:68][CH2:67][CH2:66]3)[N:54]=2)[C:51]2[CH:71]=[C:72]([N+:75]([O-])=O)[CH:73]=[CH:74][C:50]=2[N:49]=1. (4) Given the product [F:1][C:2]1[CH:3]=[CH:4][C:5]([N:8]2[C:16]3[C:11](=[CH:12][C:13]([CH:17]([C:29]4[CH:30]=[CH:31][CH:32]=[CH:33][CH:34]=4)[CH:18]([C:23]4[CH:28]=[CH:27][CH:26]=[CH:25][CH:24]=4)[C:19]([OH:21])=[O:20])=[CH:14][CH:15]=3)[CH:10]=[N:9]2)=[CH:6][CH:7]=1, predict the reactants needed to synthesize it. The reactants are: [F:1][C:2]1[CH:7]=[CH:6][C:5]([N:8]2[C:16]3[C:11](=[CH:12][C:13]([CH:17]([C:29]4[CH:34]=[CH:33][CH:32]=[CH:31][CH:30]=4)[CH:18]([C:23]4[CH:28]=[CH:27][CH:26]=[CH:25][CH:24]=4)[C:19]([O:21]C)=[O:20])=[CH:14][CH:15]=3)[CH:10]=[N:9]2)=[CH:4][CH:3]=1.Cl.